From a dataset of Acute oral toxicity (LD50) regression data from Zhu et al.. Regression/Classification. Given a drug SMILES string, predict its toxicity properties. Task type varies by dataset: regression for continuous values (e.g., LD50, hERG inhibition percentage) or binary classification for toxic/non-toxic outcomes (e.g., AMES mutagenicity, cardiotoxicity, hepatotoxicity). Dataset: ld50_zhu. (1) The molecule is CC(C)CCCCCCCCCCOC(=O)c1ccccc1C(=O)OCCCCCCCCCCC(C)C. The rat oral LD50 is 1.23, given as -log10 of the dose in mol/kg body weight (higher means more acutely toxic). (2) The molecule is Cc1c(C)c2c(c(C)c1O)CCC(C)(C(=O)O)O2. The rat oral LD50 is 1.76, given as -log10 of the dose in mol/kg body weight (higher means more acutely toxic). (3) The drug is CC(C(=O)O)c1ccc2oc(-c3ccc(F)cc3)nc2c1. The rat oral LD50 is 2.74, given as -log10 of the dose in mol/kg body weight (higher means more acutely toxic). (4) The molecule is CN=CNc1ccc(Cl)cc1C. The rat oral LD50 is 2.84, given as -log10 of the dose in mol/kg body weight (higher means more acutely toxic). (5) The drug is CCC(=O)C1c2cccc(O)c2C(=O)c2c(O)cccc21. The rat oral LD50 is 3.31, given as -log10 of the dose in mol/kg body weight (higher means more acutely toxic). (6) The molecule is CC(C)CCP(=O)(CCC(C)C)CCC(C)C. The rat oral LD50 is 2.07, given as -log10 of the dose in mol/kg body weight (higher means more acutely toxic). (7) The compound is CCOP(=O)(OCC)OC(C)=CC(=O)OC(C)c1ccccc1. The rat oral LD50 is 3.72, given as -log10 of the dose in mol/kg body weight (higher means more acutely toxic). (8) The compound is CC(C)(C)C(O)C(=Cc1ccc(Cl)cc1)n1cncn1. The rat oral LD50 is 2.21, given as -log10 of the dose in mol/kg body weight (higher means more acutely toxic). (9) The drug is CCCOc1ccc(C=CC(=O)OCC)cc1OC. The rat oral LD50 is 2.43, given as -log10 of the dose in mol/kg body weight (higher means more acutely toxic).